Dataset: Full USPTO retrosynthesis dataset with 1.9M reactions from patents (1976-2016). Task: Predict the reactants needed to synthesize the given product. (1) Given the product [F:34][C:33]([F:36])([F:35])[C:31]([OH:37])=[O:32].[Br:1][C:2]1[CH:10]=[CH:9][CH:8]=[C:7]2[C:3]=1[CH:4]=[C:5]([C:12]([NH:14][C@H:15]1[CH2:19][NH:18][C@H:17]([C:27]([O:29][CH3:30])=[O:28])[CH2:16]1)=[O:13])[N:6]2[CH3:11], predict the reactants needed to synthesize it. The reactants are: [Br:1][C:2]1[CH:10]=[CH:9][CH:8]=[C:7]2[C:3]=1[CH:4]=[C:5]([C:12]([NH:14][C@H:15]1[CH2:19][N:18](C(OC(C)(C)C)=O)[C@H:17]([C:27]([O:29][CH3:30])=[O:28])[CH2:16]1)=[O:13])[N:6]2[CH3:11].[C:31]([OH:37])([C:33]([F:36])([F:35])[F:34])=[O:32]. (2) Given the product [CH3:23][O:22][C:20](=[O:21])[CH2:19][C@H:16]1[C:15]2[CH:24]=[CH:25][C:12]([O:11][C@H:9]3[C:10]4[C:6](=[C:5]([O:36][C:33]5[CH:34]=[CH:35][C:30]([Br:29])=[CH:31][C:32]=5[F:37])[CH:4]=[CH:3][C:2]=4[F:1])[CH2:7][CH2:8]3)=[CH:13][C:14]=2[O:18][CH2:17]1, predict the reactants needed to synthesize it. The reactants are: [F:1][C:2]1[CH:3]=[CH:4][C:5](B(O)O)=[C:6]2[C:10]=1[C@H:9]([O:11][C:12]1[CH:25]=[CH:24][C:15]3[C@H:16]([CH2:19][C:20]([O:22][CH3:23])=[O:21])[CH2:17][O:18][C:14]=3[CH:13]=1)[CH2:8][CH2:7]2.[Br:29][C:30]1[CH:35]=[CH:34][C:33]([OH:36])=[C:32]([F:37])[CH:31]=1. (3) Given the product [OH:16][C:15]1[N:6]2[N:5]=[CH:4][C:3]([C:7]([O:9][CH2:10][CH3:11])=[O:8])=[C:2]2[N:1]=[C:13]([C:20]2[CH:25]=[CH:24][CH:23]=[CH:22][CH:21]=2)[CH:14]=1, predict the reactants needed to synthesize it. The reactants are: [NH2:1][C:2]1[NH:6][N:5]=[CH:4][C:3]=1[C:7]([O:9][CH2:10][CH3:11])=[O:8].O=[C:13]([C:20]1[CH:25]=[CH:24][CH:23]=[CH:22][CH:21]=1)[CH2:14][C:15](OCC)=[O:16]. (4) The reactants are: [CH3:1][C:2]1[S:3][C:4]2[CH:10]=[C:9]([CH:11]=[CH:12][C:13]#[N:14])[CH:8]=[CH:7][C:5]=2[N:6]=1.[CH3:15][C:16]([O:19][C:20](O[C:20]([O:19][C:16]([CH3:18])([CH3:17])[CH3:15])=[O:21])=[O:21])([CH3:18])[CH3:17].[BH4-].[Na+]. Given the product [C:16]([O:19][C:20](=[O:21])[NH:14][CH2:13][CH2:12][CH2:11][C:9]1[CH:8]=[CH:7][C:5]2[N:6]=[C:2]([CH3:1])[S:3][C:4]=2[CH:10]=1)([CH3:18])([CH3:17])[CH3:15], predict the reactants needed to synthesize it. (5) Given the product [NH2:31][C:27]1[N:28]=[C:29]([CH3:30])[C:24]2[CH:23]=[C:22]([C:32]3[CH:33]=[N:34][C:35]([O:38][CH3:39])=[CH:36][CH:37]=3)[C:21](=[O:40])[N:20]([CH:17]3[CH2:18][CH2:19][NH:15][CH2:16]3)[C:25]=2[N:26]=1, predict the reactants needed to synthesize it. The reactants are: C(O)(C(F)(F)F)=O.C(OC([N:15]1[CH2:19][CH2:18][CH:17]([N:20]2[C:25]3[N:26]=[C:27]([NH2:31])[N:28]=[C:29]([CH3:30])[C:24]=3[CH:23]=[C:22]([C:32]3[CH:33]=[N:34][C:35]([O:38][CH3:39])=[CH:36][CH:37]=3)[C:21]2=[O:40])[CH2:16]1)=O)(C)(C)C. (6) The reactants are: Cl[C:2]1[N:3]=[C:4]([NH:21][C:22]2[CH:30]=[C:29]3[C:25]([CH:26]=[N:27][N:28]3[CH3:31])=[CH:24][CH:23]=2)[C:5]2[CH:10]=[CH:9][N:8](S(C3C=CC(C)=CC=3)(=O)=O)[C:6]=2[N:7]=1.[NH2:32][C:33]1[CH:38]=[CH:37][C:36]([N:39]2[CH2:44][CH2:43][N:42]([C:45](=[O:47])[CH3:46])[CH2:41][CH2:40]2)=[CH:35][CH:34]=1.C[Si](Cl)(C)C. Given the product [CH3:31][N:28]1[C:29]2[C:25](=[CH:24][CH:23]=[C:22]([NH:21][C:4]3[C:5]4[CH:10]=[CH:9][NH:8][C:6]=4[N:7]=[C:2]([NH:32][C:33]4[CH:34]=[CH:35][C:36]([N:39]5[CH2:40][CH2:41][N:42]([C:45](=[O:47])[CH3:46])[CH2:43][CH2:44]5)=[CH:37][CH:38]=4)[N:3]=3)[CH:30]=2)[CH:26]=[N:27]1, predict the reactants needed to synthesize it. (7) The reactants are: O=C1C2C=CC=CC=2C(=O)[N:3]1[CH2:12][C@H:13]([NH:21][C:22]([NH:24][NH:25][C:26]([C:28]1[CH:33]=[CH:32][C:31]2[CH:34]=[N:35][CH:36]=[C:37]([CH:38]([CH3:40])[CH3:39])[C:30]=2[N:29]=1)=O)=[S:23])[CH2:14][C:15]1[CH:20]=[CH:19][CH:18]=[CH:17][CH:16]=1.N[C@H](CC1C=CC=CC=1)CN1C(=O)C2C=CC=CC=2C1=O.C(N(CC)CC)C.N1C=CC=CC=1OC(OC1C=CC=CN=1)=S.CC(C1C2N=C(C(NN)=O)C=CC=2C=NC=1)C. Given the product [NH2:3][CH2:12][C@H:13]([NH:21][C:22]1[S:23][C:26]([C:28]2[CH:33]=[CH:32][C:31]3[CH:34]=[N:35][CH:36]=[C:37]([CH:38]([CH3:40])[CH3:39])[C:30]=3[N:29]=2)=[N:25][N:24]=1)[CH2:14][C:15]1[CH:20]=[CH:19][CH:18]=[CH:17][CH:16]=1, predict the reactants needed to synthesize it.